From a dataset of Full USPTO retrosynthesis dataset with 1.9M reactions from patents (1976-2016). Predict the reactants needed to synthesize the given product. (1) Given the product [CH2:8]([O:15][C:16]([N:18]1[CH2:24][CH2:23][CH2:22][CH2:21][CH:20]([CH2:25][NH:1][C:2]2[CH:7]=[CH:6][CH:5]=[CH:4][CH:3]=2)[CH2:19]1)=[O:17])[C:9]1[CH:10]=[CH:11][CH:12]=[CH:13][CH:14]=1, predict the reactants needed to synthesize it. The reactants are: [NH2:1][C:2]1[CH:7]=[CH:6][CH:5]=[CH:4][CH:3]=1.[CH2:8]([O:15][C:16]([N:18]1[CH2:24][CH2:23][CH2:22][CH2:21][CH:20]([CH:25]=O)[CH2:19]1)=[O:17])[C:9]1[CH:14]=[CH:13][CH:12]=[CH:11][CH:10]=1.[BH3-]C#N.[Na+]. (2) Given the product [O:21]1[C:20]([C:22]2[CH:23]=[C:24]([CH:27]=[CH:28][CH:29]=2)[C:25]#[N:26])=[CH:9][N:7]=[CH:8]1, predict the reactants needed to synthesize it. The reactants are: C([O-])([O-])=O.[K+].[K+].[N+:7]([CH2:9]S(C1C=CC(C)=CC=1)(=O)=O)#[C-:8].[CH:20]([C:22]1[CH:23]=[C:24]([CH:27]=[CH:28][CH:29]=1)[C:25]#[N:26])=[O:21]. (3) Given the product [CH2:2]([O:9][C:10]1[C:11](=[O:23])[CH:12]=[C:13]([CH:17]([O:22][S:32]([CH3:31])(=[O:34])=[O:33])[C:18]([F:21])([F:19])[F:20])[N:14]([CH3:16])[CH:15]=1)[C:3]1[CH:8]=[CH:7][CH:6]=[CH:5][CH:4]=1, predict the reactants needed to synthesize it. The reactants are: O.[CH2:2]([O:9][C:10]1[C:11](=[O:23])[CH:12]=[C:13]([CH:17]([OH:22])[C:18]([F:21])([F:20])[F:19])[N:14]([CH3:16])[CH:15]=1)[C:3]1[CH:8]=[CH:7][CH:6]=[CH:5][CH:4]=1.C(N(CC)CC)C.[CH3:31][S:32](Cl)(=[O:34])=[O:33]. (4) Given the product [CH3:13][N:12]([CH3:14])[S:9]([C:6]1[CH:7]=[N:8][C:3]([N:1]2[C:18](=[O:19])[C:17]([CH2:22][C:23]3[CH:24]=[N:25][CH:26]=[CH:27][CH:28]=3)=[C:16]([CH3:29])[NH:2]2)=[CH:4][CH:5]=1)(=[O:10])=[O:11], predict the reactants needed to synthesize it. The reactants are: [NH:1]([C:3]1[N:8]=[CH:7][C:6]([S:9]([N:12]([CH3:14])[CH3:13])(=[O:11])=[O:10])=[CH:5][CH:4]=1)[NH2:2].O=[C:16]([CH3:29])[CH:17]([CH2:22][C:23]1[CH:24]=[N:25][CH:26]=[CH:27][CH:28]=1)[C:18](OC)=[O:19]. (5) Given the product [CH3:50][O:49][C:46](=[O:48])[CH2:47][CH2:39][CH2:4][NH:5][C:6](=[O:37])[C:7]1[CH:12]=[C:11]([Cl:13])[C:10]([O:14][C:15]2[CH:20]=[CH:19][N:18]=[CH:17][C:16]=2[C:21]([N:23]2[C:32]3[C:27](=[CH:28][CH:29]=[CH:30][CH:31]=3)[N:26]([CH:33]3[CH2:35][CH2:34]3)[CH2:25][CH2:24]2)=[O:22])=[CH:9][C:8]=1[Cl:36], predict the reactants needed to synthesize it. The reactants are: COC(=O)[CH2:4][NH:5][C:6](=[O:37])[C:7]1[CH:12]=[C:11]([Cl:13])[C:10]([O:14][C:15]2[CH:20]=[CH:19][N:18]=[CH:17][C:16]=2[C:21]([N:23]2[C:32]3[C:27](=[CH:28][CH:29]=[CH:30][CH:31]=3)[N:26]([CH:33]3[CH2:35][CH2:34]3)[CH2:25][CH2:24]2)=[O:22])=[CH:9][C:8]=1[Cl:36].[CH3:39]CCCCCC.[C:46]([O:49][CH2:50]C)(=[O:48])[CH3:47]. (6) Given the product [CH3:13][C:11]1[O:10][N:9]=[C:8]([CH2:7][N:5]2[CH:6]=[C:2]([C:19]#[C:18][Si:15]([CH3:17])([CH3:16])[CH3:14])[CH:3]=[N:4]2)[CH:12]=1, predict the reactants needed to synthesize it. The reactants are: I[C:2]1[CH:3]=[N:4][N:5]([CH2:7][C:8]2[CH:12]=[C:11]([CH3:13])[O:10][N:9]=2)[CH:6]=1.[CH3:14][Si:15]([C:18]#[CH:19])([CH3:17])[CH3:16].C(NC(C)C)(C)C.C1(P(C2C=CC=CC=2)C2C=CC=CC=2)C=CC=CC=1. (7) Given the product [Cl:1][C:2]1[CH:7]=[CH:6][C:5]([C@H:8]2[CH2:13][C@@H:12]([C:14]3[O:18][NH:17][C:16](=[O:19])[CH:15]=3)[CH2:11][CH2:10][NH:9]2)=[C:4]([F:24])[CH:3]=1, predict the reactants needed to synthesize it. The reactants are: [Cl:1][C:2]1[CH:7]=[CH:6][C:5]([C@H:8]2[CH2:13][C@@H:12]([C:14]3[O:18][NH:17][C:16](=[O:19])[CH:15]=3)[CH2:11][CH2:10][N:9]2C(OC)=O)=[C:4]([F:24])[CH:3]=1.Br.